Dataset: Forward reaction prediction with 1.9M reactions from USPTO patents (1976-2016). Task: Predict the product of the given reaction. (1) The product is: [N+:11]([C:8]1[C:9]2[O:10][CH2:15][O:1][C:2]=2[C:3]([CH:4]=[O:5])=[CH:6][CH:7]=1)([O-:13])=[O:12]. Given the reactants [OH:1][C:2]1[C:9]([OH:10])=[C:8]([N+:11]([O-:13])=[O:12])[CH:7]=[CH:6][C:3]=1[CH:4]=[O:5].Br[CH2:15]Cl.C(=O)([O-])[O-].[Cs+].[Cs+].Cl, predict the reaction product. (2) Given the reactants [CH2:1]([O:3][C:4]([CH:6]1[CH2:11][CH2:10][N:9]([C:12]2[CH:17]=[C:16]([C:18]([OH:33])([C:29]([F:32])([F:31])[F:30])[CH:19]([C:21]3[CH:26]=[CH:25][C:24]([OH:27])=[CH:23][C:22]=3[Cl:28])[CH3:20])[CH:15]=[CH:14][N:13]=2)[CH2:8][CH2:7]1)=[O:5])[CH3:2].I[CH2:35][CH3:36].O, predict the reaction product. The product is: [CH2:1]([O:3][C:4]([CH:6]1[CH2:7][CH2:8][N:9]([C:12]2[CH:17]=[C:16]([C:18]([OH:33])([C:29]([F:30])([F:31])[F:32])[CH:19]([C:21]3[CH:26]=[CH:25][C:24]([O:27][CH2:35][CH3:36])=[CH:23][C:22]=3[Cl:28])[CH3:20])[CH:15]=[CH:14][N:13]=2)[CH2:10][CH2:11]1)=[O:5])[CH3:2]. (3) Given the reactants [Mg+2].[Cl-].[Cl-].[Cl:4][C:5]1[C:10]([N+:11]([O-:13])=[O:12])=[CH:9][CH:8]=[CH:7][N:6]=1.I[C:15]1[CH:25]=[CH:24][C:18]([C:19]([O:21][CH2:22][CH3:23])=[O:20])=[CH:17][CH:16]=1.O1C=CC=C1P(C1OC=CC=1)C1OC=CC=1, predict the reaction product. The product is: [Cl:4][C:5]1[C:10]([N+:11]([O-:13])=[O:12])=[C:9]([C:15]2[CH:25]=[CH:24][C:18]([C:19]([O:21][CH2:22][CH3:23])=[O:20])=[CH:17][CH:16]=2)[CH:8]=[CH:7][N:6]=1. (4) Given the reactants [O:1]1[C:10]2[CH:9]=[C:8]([CH2:11][NH:12][C:13]3([C:26]([O:28]C)=[O:27])[CH2:18][CH2:17][N:16]([C:19]([O:21][C:22]([CH3:25])([CH3:24])[CH3:23])=[O:20])[CH2:15][CH2:14]3)[N:7]=[CH:6][C:5]=2[O:4][CH2:3][CH2:2]1.[OH-].[Na+].O, predict the reaction product. The product is: [O:1]1[C:10]2[CH:9]=[C:8]([CH2:11][NH:12][C:13]3([C:26]([OH:28])=[O:27])[CH2:18][CH2:17][N:16]([C:19]([O:21][C:22]([CH3:24])([CH3:25])[CH3:23])=[O:20])[CH2:15][CH2:14]3)[N:7]=[CH:6][C:5]=2[O:4][CH2:3][CH2:2]1. (5) Given the reactants [ClH:1].Cl.[Cl:3][C:4]1C(C2SC3C=CC=C(C(N)=O)C=3C=2)=NC(NCCC2CCN(C)CC2)=NC=1.[CH3:32][NH:33][C:34]([C:36]1[C:44]2[CH:43]=[C:42]([C:45]3[C:50]([Cl:51])=[CH:49][N:48]=[C:47]([NH:52][CH2:53][CH2:54][CH2:55][N:56]4[CH2:61][CH2:60][NH:59][CH2:58][C@H:57]4[CH3:62])[N:46]=3)[S:41][C:40]=2[CH:39]=[CH:38][CH:37]=1)=[O:35], predict the reaction product. The product is: [ClH:3].[ClH:51].[ClH:1].[CH3:32][NH:33][C:34]([C:36]1[C:44]2[CH:43]=[C:42]([C:45]3[C:50]([Cl:51])=[CH:49][N:48]=[C:47]([NH:52][CH2:53][CH2:54][CH2:55][N:56]4[CH2:61][CH2:60][N:59]([CH3:4])[CH2:58][C@H:57]4[CH3:62])[N:46]=3)[S:41][C:40]=2[CH:39]=[CH:38][CH:37]=1)=[O:35]. (6) Given the reactants [NH:1]1[C:9]2[C:4](=[CH:5][CH:6]=[CH:7][CH:8]=2)[CH2:3][CH2:2]1.C(N(CC)C(C)C)(C)C.CN(C)C=O.F[C:25]1[CH:30]=[CH:29][C:28]([C:31]([F:34])([F:33])[F:32])=[CH:27][C:26]=1[N+:35]([O-:37])=[O:36], predict the reaction product. The product is: [N+:35]([C:26]1[CH:27]=[C:28]([C:31]([F:32])([F:33])[F:34])[CH:29]=[CH:30][C:25]=1[N:1]1[C:9]2[C:4](=[CH:5][CH:6]=[CH:7][CH:8]=2)[CH2:3][CH2:2]1)([O-:37])=[O:36]. (7) Given the reactants [CH2:1]([O:8][CH2:9][CH2:10][CH2:11][C@H:12]([C:17]1[C:21]([CH:22]2[CH2:24][CH2:23]2)=[C:20]([C:25]2[CH:29]=[C:28]([C:30]([F:36])([F:35])[C:31]([CH3:34])([CH3:33])[CH3:32])[O:27][N:26]=2)[O:19][N:18]=1)[CH2:13][C:14]([OH:16])=O)[C:2]1[CH:7]=[CH:6][CH:5]=[CH:4][CH:3]=1.[Cl:37][C:38]1[CH:43]=[CH:42][C:41]([NH2:44])=[C:40]([F:45])[CH:39]=1.C(N(C(C)C)CC)(C)C.CN(C(ON1N=NC2C=CC=NC1=2)=[N+](C)C)C.F[P-](F)(F)(F)(F)F.C(=O)(O)[O-].[Na+], predict the reaction product. The product is: [Cl:37][C:38]1[CH:43]=[CH:42][C:41]([NH:44][C:14](=[O:16])[CH2:13][C@@H:12]([C:17]2[C:21]([CH:22]3[CH2:23][CH2:24]3)=[C:20]([C:25]3[CH:29]=[C:28]([C:30]([F:35])([F:36])[C:31]([CH3:33])([CH3:32])[CH3:34])[O:27][N:26]=3)[O:19][N:18]=2)[CH2:11][CH2:10][CH2:9][O:8][CH2:1][C:2]2[CH:3]=[CH:4][CH:5]=[CH:6][CH:7]=2)=[C:40]([F:45])[CH:39]=1. (8) Given the reactants C([O:9][C:10]1[C:15](=[O:16])[N:14]([CH3:17])[C:13]([C:18]2[S:19][CH:20]=[CH:21][CH:22]=2)=[N:12][C:11]=1[C:23]([O:25]C)=[O:24])(=O)C1C=CC=CC=1.[OH-].[Na+].Cl, predict the reaction product. The product is: [OH:9][C:10]1[C:15](=[O:16])[N:14]([CH3:17])[C:13]([C:18]2[S:19][CH:20]=[CH:21][CH:22]=2)=[N:12][C:11]=1[C:23]([OH:25])=[O:24]. (9) Given the reactants [NH:1]1[C:9]2[C:4](=[CH:5][CH:6]=[C:7]([C:10]([N:12]3[CH2:17][CH2:16][O:15][CH2:14][CH2:13]3)=[O:11])[CH:8]=2)[CH:3]=[CH:2]1.C[S:19][C:20]1C2C(=CC(C(N3CCOCC3)=O)=CC=2)N[CH:21]=1, predict the reaction product. The product is: [CH2:20]([S:19][C:3]1[C:4]2[C:9](=[CH:8][C:7]([C:10]([N:12]3[CH2:17][CH2:16][O:15][CH2:14][CH2:13]3)=[O:11])=[CH:6][CH:5]=2)[NH:1][CH:2]=1)[CH3:21].